From a dataset of Forward reaction prediction with 1.9M reactions from USPTO patents (1976-2016). Predict the product of the given reaction. (1) Given the reactants [CH2:1]([N:3]([C:29](=O)[C:30]1[CH:35]=[CH:34][C:33]([OH:36])=[CH:32][CH:31]=1)[C:4]1[CH:9]=[C:8]([O:10][CH3:11])[CH:7]=[CH:6][C:5]=1[C@@H:12]1[CH2:21][CH2:20][C:19]2[CH:18]=[C:17]([O:22]C(=O)C(C)(C)C)[CH:16]=[CH:15][C:14]=2[CH2:13]1)[CH3:2].Cl[CH2:39][C:40]([N:42]([CH3:49])[CH:43]1[CH2:48][CH2:47][O:46][CH2:45][CH2:44]1)=O, predict the reaction product. The product is: [CH2:1]([N:3]([CH2:29][C:30]1[CH:31]=[CH:32][C:33]([O:36][CH2:39][CH2:40][N:42]([CH3:49])[CH:43]2[CH2:48][CH2:47][O:46][CH2:45][CH2:44]2)=[CH:34][CH:35]=1)[C:4]1[CH:9]=[C:8]([O:10][CH3:11])[CH:7]=[CH:6][C:5]=1[C@@H:12]1[CH2:21][CH2:20][C:19]2[CH:18]=[C:17]([OH:22])[CH:16]=[CH:15][C:14]=2[CH2:13]1)[CH3:2]. (2) The product is: [CH2:1]([O:8][C:9](=[O:18])[NH:10][C@@H:11]([CH:15]([CH3:16])[CH3:17])[CH2:12][CH:13]=[O:14])[C:2]1[CH:7]=[CH:6][CH:5]=[CH:4][CH:3]=1. Given the reactants [CH2:1]([O:8][C:9](=[O:18])[NH:10][C@@H:11]([CH:15]([CH3:17])[CH3:16])[CH2:12][CH2:13][OH:14])[C:2]1[CH:7]=[CH:6][CH:5]=[CH:4][CH:3]=1, predict the reaction product. (3) Given the reactants [NH2:1][C:2]1[C:7]([CH:8]=O)=[C:6]([CH3:10])[N:5]=[C:4]([O:11][CH3:12])[N:3]=1.[C:13](OCC)(=[O:20])[CH2:14][C:15]([O:17][CH2:18][CH3:19])=[O:16].C(=O)([O-])[O-].[K+].[K+].C(N(CC)CC)C, predict the reaction product. The product is: [CH3:12][O:11][C:4]1[N:5]=[C:6]([CH3:10])[C:7]2[CH:8]=[C:14]([C:15]([O:17][CH2:18][CH3:19])=[O:16])[C:13](=[O:20])[NH:1][C:2]=2[N:3]=1. (4) Given the reactants CN(C)C=O.[NH2:6][C:7]1[C:14]([OH:15])=[CH:13][C:12]([CH2:16][CH:17]([CH3:19])[CH3:18])=[CH:11][C:8]=1[C:9]#[N:10].C(=O)([O-])[O-].[K+].[K+].[CH2:26](Br)[C:27]1[CH:32]=[CH:31][CH:30]=[CH:29][CH:28]=1, predict the reaction product. The product is: [NH2:6][C:7]1[C:14]([O:15][CH2:26][C:27]2[CH:32]=[CH:31][CH:30]=[CH:29][CH:28]=2)=[CH:13][C:12]([CH2:16][CH:17]([CH3:19])[CH3:18])=[CH:11][C:8]=1[C:9]#[N:10]. (5) Given the reactants [NH2:1][C:2]1[C:3]2[C:11](=[O:12])[CH:10]=[CH:9][NH:8][C:4]=2[N:5]=[CH:6][N:7]=1.[I:13]N1C(=O)CCC1=O, predict the reaction product. The product is: [NH2:1][C:2]1[C:3]2[C:11](=[O:12])[C:10]([I:13])=[CH:9][NH:8][C:4]=2[N:5]=[CH:6][N:7]=1.